From a dataset of Full USPTO retrosynthesis dataset with 1.9M reactions from patents (1976-2016). Predict the reactants needed to synthesize the given product. Given the product [CH2:15]([C:5]1([NH2:27])[CH:6]2[CH2:11][C:2]3([OH:1])[CH2:9][CH:8]([CH2:10][CH:4]1[CH2:3]3)[CH2:7]2)[CH:16]=[CH2:17], predict the reactants needed to synthesize it. The reactants are: [OH:1][C:2]12[CH2:11][CH:6]3[CH2:7][CH:8]([CH2:10][CH:4]([C:5]3=O)[CH2:3]1)[CH2:9]2.CO.[CH2:15](B1OC(C)(C)C(C)(C)O1)[CH:16]=[CH2:17].[NH3:27].